Dataset: Reaction yield outcomes from USPTO patents with 853,638 reactions. Task: Predict the reaction yield, written as a fraction of the theoretical maximum amount of product (1.0 means a 100% yield; for example, 0.34 means a 34% yield). The reactants are Br[CH2:2][C:3]([C:5]1[CH:10]=[C:9]([Br:11])[C:8]([OH:12])=[C:7]([Br:13])[C:6]=1[OH:14])=O.[NH2:15][C:16](=[S:22])[C:17]([O:19][CH2:20][CH3:21])=[O:18]. The catalyst is C(O)C. The product is [Br:13][C:7]1[C:6]([OH:14])=[C:5]([C:3]2[N:15]=[C:16]([C:17]([O:19][CH2:20][CH3:21])=[O:18])[S:22][CH:2]=2)[CH:10]=[C:9]([Br:11])[C:8]=1[OH:12]. The yield is 0.450.